From a dataset of Full USPTO retrosynthesis dataset with 1.9M reactions from patents (1976-2016). Predict the reactants needed to synthesize the given product. (1) Given the product [F:1][C:2]1[CH:7]=[C:6]([NH:8][C:9]2[CH:10]=[N:11][N:12]([CH3:14])[CH:13]=2)[C:5]([NH2:15])=[CH:4][CH:3]=1, predict the reactants needed to synthesize it. The reactants are: [F:1][C:2]1[CH:3]=[CH:4][C:5]([N+:15]([O-])=O)=[C:6]([NH:8][C:9]2[CH:10]=[N:11][N:12]([CH3:14])[CH:13]=2)[CH:7]=1. (2) Given the product [C:4]([O:3][C:1]([N:8]1[CH2:9][CH:10]([C:12](=[O:14])[NH:17][CH2:18][C:19]#[CH:20])[CH2:11]1)=[O:2])([CH3:5])([CH3:6])[CH3:7], predict the reactants needed to synthesize it. The reactants are: [C:1]([N:8]1[CH2:11][CH:10]([C:12]([OH:14])=O)[CH2:9]1)([O:3][C:4]([CH3:7])([CH3:6])[CH3:5])=[O:2].Cl.C[N:17](C)[CH2:18][CH2:19][CH2:20]N=C=NCC.O.ON1C2C=CC=CC=2N=N1.CCN(C(C)C)C(C)C.C(N)C#C. (3) Given the product [CH:17]1([N:5]2[C:4]3[N:3]=[C:2]([NH:22][C:23]4[CH:32]=[CH:31][C:26]([C:27]([NH:29][CH3:30])=[O:28])=[CH:25][C:24]=4[O:33][CH3:34])[N:11]=[CH:10][C:9]=3[N:8]3[CH:12]=[N:13][N:14]=[C:7]3[C@H:6]2[CH2:15][CH3:16])[CH2:21][CH2:20][CH2:19][CH2:18]1, predict the reactants needed to synthesize it. The reactants are: Cl[C:2]1[N:11]=[CH:10][C:9]2[N:8]3[CH:12]=[N:13][N:14]=[C:7]3[C@@H:6]([CH2:15][CH3:16])[N:5]([CH:17]3[CH2:21][CH2:20][CH2:19][CH2:18]3)[C:4]=2[N:3]=1.[NH2:22][C:23]1[CH:32]=[CH:31][C:26]([C:27]([NH:29][CH3:30])=[O:28])=[CH:25][C:24]=1[O:33][CH3:34].Cl.C([O-])(O)=O.[Na+]. (4) Given the product [C:1]([O:5][C:6]([NH:7][C@H:8]([CH2:25][CH:26]([CH3:28])[CH3:27])[C:9]([NH:11][C:12]1[CH:17]=[CH:16][C:15]([C:18]2[CH:23]=[CH:22][N:21]=[CH:20][CH:19]=2)=[CH:14][C:13]=1[C:38]1[CH:39]=[N:40][N:41]([C:43]([O:45][C:46]([CH3:49])([CH3:48])[CH3:47])=[O:44])[CH:42]=1)=[O:10])=[O:29])([CH3:4])([CH3:3])[CH3:2], predict the reactants needed to synthesize it. The reactants are: [C:1]([O:5][C:6](=[O:29])[NH:7][C@H:8]([CH2:25][CH:26]([CH3:28])[CH3:27])[C:9]([NH:11][C:12]1[CH:17]=[CH:16][C:15]([C:18]2[CH:23]=[CH:22][N:21]=[CH:20][CH:19]=2)=[CH:14][C:13]=1Br)=[O:10])([CH3:4])([CH3:3])[CH3:2].CC1(C)C(C)(C)OB([C:38]2[CH:39]=[N:40][N:41]([C:43]([O:45][C:46]([CH3:49])([CH3:48])[CH3:47])=[O:44])[CH:42]=2)O1.C(=O)([O-])[O-].[Cs+].[Cs+].C(OCC)(=O)C. (5) Given the product [CH2:21]([O:22][C:23]1[CH:28]=[C:27]([O:29][CH3:30])[C:26]([C:31]([N:33]2[CH2:37][C:36](=[CH2:38])[CH2:35][CH:34]2[CH2:39][OH:40])=[O:32])=[CH:25][C:24]=1[N+:48]([O-:50])=[O:49])[CH2:20][CH2:19][O:51][C:52]1[CH:57]=[C:56]([O:58][CH3:59])[C:55]([C:60]([N:62]2[CH2:66][C:65](=[CH2:67])[CH2:64][CH:63]2[CH2:68][OH:69])=[O:61])=[CH:54][C:53]=1[N+:77]([O-:79])=[O:78], predict the reactants needed to synthesize it. The reactants are: CCCC[N+](CCCC)(CCCC)CCCC.[F-].[CH2:19]([O:51][C:52]1[CH:57]=[C:56]([O:58][CH3:59])[C:55]([C:60]([N:62]2[CH2:66][C:65](=[CH2:67])[CH2:64][CH:63]2[CH2:68][O:69][Si](C(C)(C)C)(C)C)=[O:61])=[CH:54][C:53]=1[N+:77]([O-:79])=[O:78])[CH2:20][CH2:21][O:22][C:23]1[CH:28]=[C:27]([O:29][CH3:30])[C:26]([C:31]([N:33]2[CH2:37][C:36](=[CH2:38])[CH2:35][CH:34]2[CH2:39][O:40][Si](C(C)(C)C)(C)C)=[O:32])=[CH:25][C:24]=1[N+:48]([O-:50])=[O:49].[NH4+].[Cl-]. (6) Given the product [CH2:29]([O:36][C:37]1[CH:44]=[CH:43][C:40]2[CH:41]=[C:15]([C:12]3[CH:13]=[CH:14][C:9]([O:8][CH3:1])=[CH:10][CH:11]=3)[CH2:16][O:45][C:39]=2[CH:38]=1)[C:30]1[CH:35]=[CH:34][CH:33]=[CH:32][CH:31]=1, predict the reactants needed to synthesize it. The reactants are: [CH2:1]([O:8][C:9]1[CH:14]=[CH:13][C:12]([CH:15]=[CH2:16])=[C:11](OC[C:15]([C:12]2[CH:13]=[CH:14][C:9]([O:8][CH3:1])=[CH:10][CH:11]=2)=[CH2:16])[CH:10]=1)C1C=CC=CC=1.[CH2:29]([O:36][C:37]1[CH:44]=[CH:43][C:40]([CH:41]=O)=[C:39]([OH:45])[CH:38]=1)[C:30]1[CH:35]=[CH:34][CH:33]=[CH:32][CH:31]=1. (7) Given the product [NH2:13][C:5]1[C:6]([N+:10]([O-:12])=[O:11])=[CH:7][CH:8]=[CH:9][C:4]=1[C:3]([OH:17])=[O:2], predict the reactants needed to synthesize it. The reactants are: C[O:2][C:3](=[O:17])[C:4]1[CH:9]=[CH:8][CH:7]=[C:6]([N+:10]([O-:12])=[O:11])[C:5]=1[NH:13]C(=O)C.Cl. (8) The reactants are: CC(O)C.[CH2:5]([P:9]([CH2:12][CH:13]([CH3:15])[CH3:14])(=[S:11])[SH:10])[CH:6]([CH3:8])[CH3:7].[OH-].[CH2:17]([N+:21]([CH2:30][CH2:31][CH2:32][CH3:33])([CH2:26][CH2:27][CH2:28][CH3:29])[CH2:22][CH2:23][CH2:24][CH3:25])[CH2:18][CH2:19][CH3:20].CCCCCC. Given the product [CH2:5]([P:9]([CH2:12][CH:13]([CH3:15])[CH3:14])(=[S:10])[S-:11])[CH:6]([CH3:8])[CH3:7].[CH2:30]([N+:21]([CH2:17][CH2:18][CH2:19][CH3:20])([CH2:22][CH2:23][CH2:24][CH3:25])[CH2:26][CH2:27][CH2:28][CH3:29])[CH2:31][CH2:32][CH3:33], predict the reactants needed to synthesize it.